Dataset: Catalyst prediction with 721,799 reactions and 888 catalyst types from USPTO. Task: Predict which catalyst facilitates the given reaction. (1) Reactant: C(NC(C)C)(C)C.C([Li])CCC.[F:13][C:14]1[CH:15]=[C:16]([CH:19]=[C:20]([F:22])[CH:21]=1)[C:17]#[N:18].CN(C)[CH:25]=[O:26]. Product: [F:13][C:14]1[CH:15]=[C:16]([CH:19]=[C:20]([F:22])[C:21]=1[CH:25]=[O:26])[C:17]#[N:18]. The catalyst class is: 7. (2) Reactant: [C:1]([O:5][C:6]([N:8]1[C:13]2[CH:14]=[C:15]([Cl:21])[C:16]([N:18]([CH3:20])[CH3:19])=[CH:17][C:12]=2[O:11][CH:10]([C:22](O)=[O:23])[CH2:9]1)=[O:7])([CH3:4])([CH3:3])[CH3:2].CCN=C=NCCCN(C)C.C1C=CC2N(O)N=NC=2C=1.CCN(C(C)C)C(C)C.[F:55][C:56]1[CH:69]=[CH:68][C:59]([CH2:60][C:61]2([C:66]#[N:67])[CH2:65][CH2:64][NH:63][CH2:62]2)=[CH:58][CH:57]=1. Product: [C:1]([O:5][C:6]([N:8]1[C:13]2[CH:14]=[C:15]([Cl:21])[C:16]([N:18]([CH3:20])[CH3:19])=[CH:17][C:12]=2[O:11][CH:10]([C:22]([N:63]2[CH2:64][CH2:65][C:61]([C:66]#[N:67])([CH2:60][C:59]3[CH:68]=[CH:69][C:56]([F:55])=[CH:57][CH:58]=3)[CH2:62]2)=[O:23])[CH2:9]1)=[O:7])([CH3:4])([CH3:3])[CH3:2]. The catalyst class is: 3. (3) Reactant: F[C:2]1[CH:7]=[C:6]([F:8])[CH:5]=[CH:4][C:3]=1[C:9](=[N:30][OH:31])[CH:10]1[CH2:15][CH2:14][N:13]([CH2:16][CH2:17][C:18]2[C:23](=[O:24])[N:22]3[CH2:25][CH2:26][CH2:27][CH2:28][C:21]3=[N:20][C:19]=2[CH3:29])[CH2:12][CH2:11]1.[OH-].[K+]. Product: [F:8][C:6]1[CH:5]=[CH:4][C:3]2[C:9]([CH:10]3[CH2:15][CH2:14][N:13]([CH2:16][CH2:17][C:18]4[C:23](=[O:24])[N:22]5[CH2:25][CH2:26][CH2:27][CH2:28][C:21]5=[N:20][C:19]=4[CH3:29])[CH2:12][CH2:11]3)=[N:30][O:31][C:2]=2[CH:7]=1. The catalyst class is: 6. (4) Reactant: [Si]([O:8][CH2:9][C:10]1[N:11]([CH2:20][CH2:21][CH2:22][S:23]([CH3:32])(=[O:31])=[N:24]C(=O)C(F)(F)F)[C:12]2[C:17]([CH:18]=1)=[CH:16][C:15]([Cl:19])=[CH:14][CH:13]=2)(C(C)(C)C)(C)C.Cl. Product: [Cl:19][C:15]1[CH:16]=[C:17]2[C:12](=[CH:13][CH:14]=1)[N:11]([CH2:20][CH2:21][CH2:22][S:23]([CH3:32])(=[NH:24])=[O:31])[C:10]([CH2:9][OH:8])=[CH:18]2. The catalyst class is: 214. (5) Reactant: [CH3:1][O:2][C:3](=[O:33])/[CH:4]=[CH:5]/[C:6]1[CH:7]=[CH:8][C:9]2[O:26][C:13]3([CH2:18][CH2:17][N:16](C(OC(C)(C)C)=O)[CH2:15][CH2:14]3)[N:12]([CH2:27][CH2:28][CH2:29][CH3:30])[C:11](=[O:31])[C:10]=2[CH:32]=1.[ClH:34]. Product: [ClH:34].[CH3:1][O:2][C:3](=[O:33])/[CH:4]=[CH:5]/[C:6]1[CH:7]=[CH:8][C:9]2[O:26][C:13]3([CH2:18][CH2:17][NH:16][CH2:15][CH2:14]3)[N:12]([CH2:27][CH2:28][CH2:29][CH3:30])[C:11](=[O:31])[C:10]=2[CH:32]=1. The catalyst class is: 12. (6) Reactant: [C:1]1([C:7]2[C:16]3[C:11](=[CH:12][CH:13]=[CH:14][CH:15]=3)[N:10]=[C:9]([C:17]3[CH:22]=[CH:21][C:20]([OH:23])=[CH:19][CH:18]=3)[CH:8]=2)[CH:6]=[CH:5][CH:4]=[CH:3][CH:2]=1.C([O-])([O-])=O.[K+].[K+].Br[CH2:31][C:32]([O:34][CH3:35])=[O:33]. Product: [C:1]1([C:7]2[C:16]3[C:11](=[CH:12][CH:13]=[CH:14][CH:15]=3)[N:10]=[C:9]([C:17]3[CH:18]=[CH:19][C:20]([O:23][CH2:31][C:32]([O:34][CH3:35])=[O:33])=[CH:21][CH:22]=3)[CH:8]=2)[CH:6]=[CH:5][CH:4]=[CH:3][CH:2]=1. The catalyst class is: 21. (7) Reactant: [Cl:1][C:2]1[CH:7]=[C:6]([C:8]2[S:9][C:10]([CH3:13])=[CH:11][CH:12]=2)[CH:5]=[CH:4][C:3]=1[S:14]([NH:17][C:18]1[N:23]=[C:22]([N:24]2[CH2:29][C@H:28]([CH3:30])[N:27](C(OC(C)(C)C)=O)[C@H:26]([CH3:38])[CH2:25]2)[CH:21]=[CH:20][C:19]=1[O:39][CH3:40])(=[O:16])=[O:15]. Product: [ClH:1].[Cl:1][C:2]1[CH:7]=[C:6]([C:8]2[S:9][C:10]([CH3:13])=[CH:11][CH:12]=2)[CH:5]=[CH:4][C:3]=1[S:14]([NH:17][C:18]1[C:19]([O:39][CH3:40])=[CH:20][CH:21]=[C:22]([N:24]2[CH2:29][C@H:28]([CH3:30])[NH:27][C@H:26]([CH3:38])[CH2:25]2)[N:23]=1)(=[O:16])=[O:15]. The catalyst class is: 89. (8) Reactant: [CH3:1][C:2]1[C:11]2[C:6](=[CH:7][CH:8]=[CH:9][C:10]=2[CH3:12])[CH:5]=[CH:4][CH:3]=1.[Br:13]N1C(=O)CCC1=O.C(OOC(=O)C1C=CC=CC=1)(=O)C1C=CC=CC=1. Product: [Br:13][CH2:1][C:2]1[C:11]2[C:6](=[CH:7][CH:8]=[CH:9][C:10]=2[CH3:12])[CH:5]=[CH:4][CH:3]=1. The catalyst class is: 53. (9) Reactant: CS(C)=O.C(Cl)(=O)C(Cl)=O.O[CH2:12][C@H:13]1[CH2:22][CH2:21][C:20]2[C:15](=[CH:16][CH:17]=[C:18]([C:23]3[CH:32]=[CH:31][C:26]([C:27]([O:29][CH3:30])=[O:28])=[CH:25][CH:24]=3)[CH:19]=2)[O:14]1.C(N(CC)CC)C.[NH2:40][CH2:41][C@H:42]([OH:51])[CH2:43][O:44][C:45]1[CH:50]=[CH:49][CH:48]=[CH:47][CH:46]=1.C(O)(=O)C.C(O[BH-](OC(=O)C)OC(=O)C)(=O)C.[Na+]. Product: [OH:51][C@H:42]([CH2:43][O:44][C:45]1[CH:50]=[CH:49][CH:48]=[CH:47][CH:46]=1)[CH2:41][NH:40][CH2:12][C@H:13]1[CH2:22][CH2:21][C:20]2[C:15](=[CH:16][CH:17]=[C:18]([C:23]3[CH:32]=[CH:31][C:26]([C:27]([O:29][CH3:30])=[O:28])=[CH:25][CH:24]=3)[CH:19]=2)[O:14]1. The catalyst class is: 2. (10) Reactant: [N:1]1([C:8]2[C:9]([CH:14]3[CH2:17][N:16]([C:18]4[CH:27]=[CH:26][C:25]5[C:20](=[CH:21][CH:22]=[CH:23][CH:24]=5)[N:19]=4)[CH2:15]3)=[N:10][CH:11]=[CH:12][N:13]=2)[CH2:7][CH2:6][CH2:5][NH:4][CH2:3][CH2:2]1.N1C=CC=CC=1.N1(C2C=CN=CC=2)CCCC1.[C:45](Cl)(=[O:48])[O:46][CH3:47]. Product: [N:19]1[C:20]2[C:25](=[CH:24][CH:23]=[CH:22][CH:21]=2)[CH:26]=[CH:27][C:18]=1[N:16]1[CH2:15][CH:14]([C:9]2[C:8]([N:1]3[CH2:7][CH2:6][CH2:5][N:4]([C:45]([O:46][CH3:47])=[O:48])[CH2:3][CH2:2]3)=[N:13][CH:12]=[CH:11][N:10]=2)[CH2:17]1. The catalyst class is: 2.